This data is from TCR-epitope binding with 47,182 pairs between 192 epitopes and 23,139 TCRs. The task is: Binary Classification. Given a T-cell receptor sequence (or CDR3 region) and an epitope sequence, predict whether binding occurs between them. The epitope is IVTDFSVIK. The TCR CDR3 sequence is CATSDRLAGGELFF. Result: 1 (the TCR binds to the epitope).